This data is from Full USPTO retrosynthesis dataset with 1.9M reactions from patents (1976-2016). The task is: Predict the reactants needed to synthesize the given product. Given the product [ClH:53].[CH2:2]([S:5]([C:8]1[CH:13]=[CH:12][C:11]([NH:14][C:15]([O:16][CH3:17])=[O:18])=[CH:10][C:9]=1[C@H:19]1[C@@H:23]([C:36]([O:38][CH2:39][CH3:40])=[O:37])[CH2:22][CH2:21][NH:20]1)(=[O:7])=[O:6])[CH3:4], predict the reactants needed to synthesize it. The reactants are: Cl.[CH:2]([S:5]([C:8]1[CH:13]=[CH:12][C:11]([NH:14][C:15](=[O:18])[O:16][CH3:17])=[CH:10][C:9]=1[C@H:19]1[CH2:23][CH2:22][CH2:21][NH:20]1)(=[O:7])=[O:6])([CH3:4])C.NC1C=CC(S(CC)(=O)=O)=C([C@H]2[C@@H]([C:36]([O:38][CH2:39][CH3:40])=[O:37])CCN2[C:36]([O:38][C:39](C)(C)[CH3:40])=[O:37])C=1.[Cl:53]C(OC)=O.